Dataset: Reaction yield outcomes from USPTO patents with 853,638 reactions. Task: Predict the reaction yield, written as a fraction of the theoretical maximum amount of product (1.0 means a 100% yield; for example, 0.34 means a 34% yield). (1) The reactants are [F:1][C:2]1[CH:3]=[C:4]([CH:8]=[CH:9][C:10]=1[N+:11]([O-:13])=[O:12])[C:5](O)=[O:6].S(Cl)([Cl:16])=O. No catalyst specified. The product is [F:1][C:2]1[CH:3]=[C:4]([CH:8]=[CH:9][C:10]=1[N+:11]([O-:13])=[O:12])[C:5]([Cl:16])=[O:6]. The yield is 0.990. (2) The reactants are C(OC([NH:8][C:9]1[CH2:10][C:11]([C:31](=[O:47])[N:32]([CH2:36][CH2:37][CH2:38][O:39][Si](C(C)(C)C)(C)C)[CH2:33][CH2:34][CH3:35])=[CH:12][C:13]2[CH:19]=[CH:18][C:17]([C:20]3[CH:30]=[CH:29][C:23]([C:24]([O:26][CH2:27][CH3:28])=[O:25])=[CH:22][CH:21]=3)=[CH:16][C:14]=2[N:15]=1)=O)(C)(C)C. The catalyst is ClCCl.C(O)(C(F)(F)F)=O. The product is [NH2:8][C:9]1[CH2:10][C:11]([C:31](=[O:47])[N:32]([CH2:36][CH2:37][CH2:38][OH:39])[CH2:33][CH2:34][CH3:35])=[CH:12][C:13]2[CH:19]=[CH:18][C:17]([C:20]3[CH:30]=[CH:29][C:23]([C:24]([O:26][CH2:27][CH3:28])=[O:25])=[CH:22][CH:21]=3)=[CH:16][C:14]=2[N:15]=1. The yield is 0.350. (3) The reactants are [CH3:1][C:2]1[CH:7]=[CH:6][C:5]([S:8](Cl)(=[O:10])=[O:9])=[CH:4][CH:3]=1.Cl.[NH:13]1[C:17]([C:18](=[O:20])[CH3:19])=[CH:16][CH:15]=[N:14]1. The catalyst is N1C=CC=CC=1. The product is [CH3:1][C:2]1[CH:7]=[CH:6][C:5]([S:8]([N:14]2[CH:15]=[CH:16][C:17]([C:18](=[O:20])[CH3:19])=[N:13]2)(=[O:10])=[O:9])=[CH:4][CH:3]=1. The yield is 0.350. (4) The reactants are C[O:2][C:3]1[CH:4]=[C:5]2[C:10](=[CH:11][CH:12]=1)[CH:9]([CH2:13][C:14]([O:16][CH2:17][CH3:18])=[O:15])[CH2:8][CH2:7][CH2:6]2.B(Br)(Br)Br. The catalyst is ClCCl. The product is [OH:2][C:3]1[CH:4]=[C:5]2[C:10](=[CH:11][CH:12]=1)[CH:9]([CH2:13][C:14]([O:16][CH2:17][CH3:18])=[O:15])[CH2:8][CH2:7][CH2:6]2. The yield is 0.900. (5) The reactants are Br[C:2]1[CH:3]=CC(O)=[C:6]([C:8]2[CH:17]=[CH:16][C:15]3[C:10](=[CH:11][CH:12]=[C:13]([C:18]4[N:22]([CH:23]5[CH2:28][CH2:27][CH2:26][CH2:25][CH2:24]5)[C:21]5[CH:29]=[CH:30][C:31]([C:33]([OH:35])=[O:34])=[CH:32][C:20]=5[N:19]=4)[CH:14]=3)[N:9]=2)[CH:7]=1.C(OC(C1C=CC2[N:46](C3CCCCC3)C(C3C=CC(N)=C(C=O)C=3)=NC=2C=1)=O)C.N1C=CC=C1C(=O)C.[OH-].[K+]. The catalyst is C(O)C. The product is [CH:23]1([N:22]2[C:21]3[CH:29]=[CH:30][C:31]([C:33]([OH:35])=[O:34])=[CH:32][C:20]=3[N:19]=[C:18]2[C:13]2[CH:14]=[C:15]3[C:10](=[CH:11][CH:12]=2)[N:9]=[C:8]([C:6]2[NH:46][CH:3]=[CH:2][CH:7]=2)[CH:17]=[CH:16]3)[CH2:24][CH2:25][CH2:26][CH2:27][CH2:28]1. The yield is 0.0900. (6) The reactants are [S:1](=[O:34])(=[O:33])([O:3][CH2:4][C@@H:5]1[C@@H:12]2[C@@H:8]([O:9]C(C)(C)[O:11]2)[C@H:7]([N:15]([C:17]2[CH:22]=[C:21]([NH:23][C@@H:24]3[C:32]4[C:27](=[CH:28][CH:29]=[CH:30][CH:31]=4)[CH2:26][CH2:25]3)[N:20]=[CH:19][N:18]=2)[CH3:16])[CH2:6]1)[NH2:2].Cl. The catalyst is CO. The product is [S:1](=[O:34])(=[O:33])([O:3][CH2:4][C@H:5]1[CH2:6][C@@H:7]([N:15]([C:17]2[CH:22]=[C:21]([NH:23][C@@H:24]3[C:32]4[C:27](=[CH:28][CH:29]=[CH:30][CH:31]=4)[CH2:26][CH2:25]3)[N:20]=[CH:19][N:18]=2)[CH3:16])[C@H:8]([OH:9])[C@@H:12]1[OH:11])[NH2:2]. The yield is 0.710.